Dataset: Forward reaction prediction with 1.9M reactions from USPTO patents (1976-2016). Task: Predict the product of the given reaction. (1) Given the reactants [CH2:1]([NH:5][C:6]1[N:14]=[C:13]2[C:9]([N:10]=[C:11]([O:20]C)[N:12]2[CH2:15][CH2:16][CH2:17][CH2:18]Cl)=[C:8]([NH2:22])[N:7]=1)[CH2:2][CH2:3][CH3:4].C(N(CC)C(C)C)(C)C.[CH2:32]([N:34]1[CH2:39][CH2:38][NH:37][CH2:36][CH2:35]1)[CH3:33].Cl, predict the reaction product. The product is: [NH2:22][C:8]1[N:7]=[C:6]([NH:5][CH2:1][CH2:2][CH2:3][CH3:4])[N:14]=[C:13]2[C:9]=1[NH:10][C:11](=[O:20])[N:12]2[CH2:15][CH2:16][CH2:17][CH2:18][N:37]1[CH2:38][CH2:39][N:34]([CH2:32][CH3:33])[CH2:35][CH2:36]1. (2) Given the reactants [C:1]([O:5][C:6]([N:8]1[CH2:13][CH2:12][N:11]([CH2:14][C:15]2[CH:20]=[CH:19][CH:18]=[CH:17][N:16]=2)[CH2:10][CH2:9]1)=[O:7])([CH3:4])([CH3:3])[CH3:2].N1C=CC=CC=1CN1CCNCC1.[Li]CCCC.[CH2:39]([O:41][CH:42]=[C:43]([C:49]([O:51][CH2:52][CH3:53])=[O:50])[C:44]([O:46][CH2:47][CH3:48])=[O:45])[CH3:40], predict the reaction product. The product is: [CH2:52]([O:51][C:49](=[O:50])[CH:43]([CH:42]([O:41][CH2:39][CH3:40])[CH:14]([N:11]1[CH2:12][CH2:13][N:8]([C:6]([O:5][C:1]([CH3:4])([CH3:2])[CH3:3])=[O:7])[CH2:9][CH2:10]1)[C:15]1[CH:20]=[CH:19][CH:18]=[CH:17][N:16]=1)[C:44]([O:46][CH2:47][CH3:48])=[O:45])[CH3:53]. (3) Given the reactants [CH3:1][N:2]1[CH:6]=[C:5]([NH:7][C:8]([C:10]2[CH:15]=[CH:14][CH:13]=[C:12]([C:16]3[CH:17]=[N:18][N:19]([CH2:21][CH2:22]Cl)[CH:20]=3)[N:11]=2)=[O:9])[C:4]([C:24](=[O:33])[NH:25][CH2:26][CH:27]2[O:32][CH2:31][CH2:30][NH:29][CH2:28]2)=[N:3]1.C(N(C(C)C)C(C)C)C.[I-].[K+], predict the reaction product. The product is: [CH3:1][N:2]1[CH:6]=[C:5]2[C:4]([C:24](=[O:33])[NH:25][CH2:26][CH:27]3[CH2:28][N:29]([CH2:22][CH2:21][N:19]4[CH:20]=[C:16]([C:12]5[N:11]=[C:10]([C:8](=[O:9])[NH:7]2)[CH:15]=[CH:14][CH:13]=5)[CH:17]=[N:18]4)[CH2:30][CH2:31][O:32]3)=[N:3]1.